Dataset: NCI-60 drug combinations with 297,098 pairs across 59 cell lines. Task: Regression. Given two drug SMILES strings and cell line genomic features, predict the synergy score measuring deviation from expected non-interaction effect. Drug 1: CC1C(C(CC(O1)OC2CC(CC3=C2C(=C4C(=C3O)C(=O)C5=C(C4=O)C(=CC=C5)OC)O)(C(=O)C)O)N)O.Cl. Drug 2: CC1=CC=C(C=C1)C2=CC(=NN2C3=CC=C(C=C3)S(=O)(=O)N)C(F)(F)F. Cell line: NCI-H322M. Synergy scores: CSS=6.17, Synergy_ZIP=-0.805, Synergy_Bliss=2.99, Synergy_Loewe=2.11, Synergy_HSA=4.01.